Dataset: Peptide-MHC class I binding affinity with 185,985 pairs from IEDB/IMGT. Task: Regression. Given a peptide amino acid sequence and an MHC pseudo amino acid sequence, predict their binding affinity value. This is MHC class I binding data. The peptide sequence is NHLPRELIFQV. The MHC is Mamu-A07 with pseudo-sequence Mamu-A07. The binding affinity (normalized) is 0.219.